Dataset: Forward reaction prediction with 1.9M reactions from USPTO patents (1976-2016). Task: Predict the product of the given reaction. Given the reactants [NH2:1][C:2]1[CH:7]=[CH:6][CH:5]=[CH:4][N:3]=1.O.N1C2C(=CC=C3C=2N=CC=C3)C=CC=1.[C:23](#[N:30])[C:24]1[CH:29]=[CH:28][CH:27]=[CH:26][CH:25]=1, predict the reaction product. The product is: [C:24]1([C:23]2[N:1]=[C:2]3[CH:7]=[CH:6][CH:5]=[CH:4][N:3]3[N:30]=2)[CH:29]=[CH:28][CH:27]=[CH:26][CH:25]=1.